From a dataset of NCI-60 drug combinations with 297,098 pairs across 59 cell lines. Regression. Given two drug SMILES strings and cell line genomic features, predict the synergy score measuring deviation from expected non-interaction effect. Drug 1: CCC(=C(C1=CC=CC=C1)C2=CC=C(C=C2)OCCN(C)C)C3=CC=CC=C3.C(C(=O)O)C(CC(=O)O)(C(=O)O)O. Drug 2: CS(=O)(=O)OCCCCOS(=O)(=O)C. Cell line: SR. Synergy scores: CSS=20.8, Synergy_ZIP=0.651, Synergy_Bliss=-1.18, Synergy_Loewe=-8.31, Synergy_HSA=-2.26.